Predict the reactants needed to synthesize the given product. From a dataset of Full USPTO retrosynthesis dataset with 1.9M reactions from patents (1976-2016). (1) Given the product [CH:6]1([N:5]([CH2:4][CH:3]([O:12][CH3:13])[O:2][CH3:1])[C:16](=[O:19])[CH:17]=[CH2:18])[CH2:11][CH2:10][CH2:9][CH2:8][CH2:7]1, predict the reactants needed to synthesize it. The reactants are: [CH3:1][O:2][CH:3]([O:12][CH3:13])[CH2:4][NH:5][CH:6]1[CH2:11][CH2:10][CH2:9][CH2:8][CH2:7]1.CN.[C:16](Cl)(=[O:19])[CH:17]=[CH2:18]. (2) The reactants are: [CH3:1][O:2][C:3]1[CH:4]=[C:5]2[C:10](=[CH:11][C:12]=1[O:13][CH3:14])[N:9]=[CH:8][CH:7]=[C:6]2[O:15][C:16]1[C:22]([CH3:23])=[CH:21][C:19]([NH2:20])=[C:18]([CH3:24])[CH:17]=1.ClC(Cl)(O[C:29](=[O:35])[O:30][C:31](Cl)(Cl)Cl)Cl.[CH3:37][O:38][C:39]1[CH:40]=[C:41](CO)[CH:42]=[CH:43][CH:44]=1.C(=O)(O)[O-].[Na+]. Given the product [CH3:1][O:2][C:3]1[CH:4]=[C:5]2[C:10](=[CH:11][C:12]=1[O:13][CH3:14])[N:9]=[CH:8][CH:7]=[C:6]2[O:15][C:16]1[C:22]([CH3:23])=[CH:21][C:19]([NH:20][C:29](=[O:35])[O:30][CH2:31][C:43]2[CH:42]=[CH:41][CH:40]=[C:39]([O:38][CH3:37])[CH:44]=2)=[C:18]([CH3:24])[CH:17]=1, predict the reactants needed to synthesize it. (3) The reactants are: FC(F)(F)C(O)=O.C([O:12][C:13]([C@@:15]12[CH2:22][C:21](=[CH2:23])[CH2:20][C@@H:19]1[C:18](=[O:24])[N:17]([C@@H:25]([C:27]1[CH:32]=[CH:31][CH:30]=[CH:29][CH:28]=1)[CH3:26])[CH2:16]2)=[O:14])(C)(C)C. Given the product [CH2:23]=[C:21]1[CH2:22][C@:15]2([C:13]([OH:14])=[O:12])[C@@H:19]([C:18](=[O:24])[N:17]([C@@H:25]([C:27]3[CH:32]=[CH:31][CH:30]=[CH:29][CH:28]=3)[CH3:26])[CH2:16]2)[CH2:20]1, predict the reactants needed to synthesize it. (4) The reactants are: [CH2:1]([O:8][CH2:9][CH2:10][C@H:11]([C:20]([O:22]C(C)C)=[O:21])[C@@H:12]([OH:19])[C:13]([O:15]C(C)C)=[O:14])[C:2]1[CH:7]=[CH:6][CH:5]=[CH:4][CH:3]=1.[OH-].[K+]. Given the product [C:20]([C@@H:11]([CH2:10][CH2:9][O:8][CH2:1][C:2]1[CH:3]=[CH:4][CH:5]=[CH:6][CH:7]=1)[C@@H:12]([OH:19])[C:13]([OH:15])=[O:14])([OH:22])=[O:21], predict the reactants needed to synthesize it. (5) Given the product [CH3:1][O:2][C:3]1[N:8]=[CH:7][C:6]([C:9]2[C:22](=[O:23])[NH:21][C:12]3[N:13]=[C:14]([NH:25][CH3:24])[N:15]=[C:16]([CH3:17])[C:11]=3[CH:10]=2)=[CH:5][CH:4]=1, predict the reactants needed to synthesize it. The reactants are: [CH3:1][O:2][C:3]1[N:8]=[CH:7][C:6]([C:9]2[C:22](=[O:23])[NH:21][C:12]3[N:13]=[C:14](S(C)=O)[N:15]=[C:16]([CH3:17])[C:11]=3[CH:10]=2)=[CH:5][CH:4]=1.[CH3:24][NH2:25]. (6) Given the product [N+:18]([C:21]1[CH:22]=[C:23]([NH:27][C:28]([CH:12]2[C:11](=[O:16])[CH2:10][C:9]([CH3:17])([CH3:8])[O:14][C:13]2=[O:15])=[O:29])[CH:24]=[CH:25][CH:26]=1)([O-:20])=[O:19], predict the reactants needed to synthesize it. The reactants are: C(N(CC)CC)C.[CH3:8][C:9]1([CH3:17])[O:14][C:13](=[O:15])[CH2:12][C:11](=[O:16])[CH2:10]1.[N+:18]([C:21]1[CH:22]=[C:23]([N:27]=[C:28]=[O:29])[CH:24]=[CH:25][CH:26]=1)([O-:20])=[O:19]. (7) Given the product [S:1]1[C:5]2[CH:6]=[CH:7][CH:8]=[CH:9][C:4]=2[N:3]=[C:2]1[C:10]([NH:15][NH2:16])=[O:12], predict the reactants needed to synthesize it. The reactants are: [S:1]1[C:5]2[CH:6]=[CH:7][CH:8]=[CH:9][C:4]=2[N:3]=[C:2]1[C:10]([O:12]CC)=O.[NH2:15][NH2:16]. (8) The reactants are: O=[C:2]1[CH2:6][CH2:5][CH2:4][CH:3]1[C:7]#[N:8].C([O-])(=O)C.[Na+].Cl.[CH:15]([NH:18][NH2:19])([CH3:17])[CH3:16]. Given the product [CH:15]([N:18]1[C:7]([NH2:8])=[C:3]2[CH2:4][CH2:5][CH2:6][C:2]2=[N:19]1)([CH3:17])[CH3:16], predict the reactants needed to synthesize it. (9) Given the product [F:1][C:2]1[C:7]([O:8][CH3:9])=[CH:6][C:5]([O:10][CH3:11])=[C:4]([F:12])[C:3]=1[C:13]1[N:18]=[C:17]2[NH:19][N:20]=[C:21]([C:31]3[CH:40]=[C:39]4[C:34]([CH2:35][CH2:36][N:37]([C:41]([O:43][C:44]([CH3:47])([CH3:46])[CH3:45])=[O:42])[CH2:38]4)=[CH:33][CH:32]=3)[C:16]2=[CH:15][N:14]=1, predict the reactants needed to synthesize it. The reactants are: [F:1][C:2]1[C:7]([O:8][CH3:9])=[CH:6][C:5]([O:10][CH3:11])=[C:4]([F:12])[C:3]=1[C:13]1[N:18]=[C:17]2[NH:19][N:20]=[C:21](I)[C:16]2=[CH:15][N:14]=1.CC1(C)C(C)(C)OB([C:31]2[CH:40]=[C:39]3[C:34]([CH2:35][CH2:36][N:37]([C:41]([O:43][C:44]([CH3:47])([CH3:46])[CH3:45])=[O:42])[CH2:38]3)=[CH:33][CH:32]=2)O1.ClCCl.P([O-])([O-])([O-])=O.[K+].[K+].[K+].